This data is from Forward reaction prediction with 1.9M reactions from USPTO patents (1976-2016). The task is: Predict the product of the given reaction. Given the reactants C(N(CC)CC)C.Cl.[F:9][C:10]1[CH:15]=[CH:14][C:13]([NH:16][NH2:17])=[CH:12][CH:11]=1.Cl[CH2:19][C:20]1[N:21]=[C:22]2[N:27]=[CH:26][CH:25]=[CH:24][N:23]2[CH:28]=1, predict the reaction product. The product is: [F:9][C:10]1[CH:15]=[CH:14][C:13]([N:16]([CH2:19][C:20]2[N:21]=[C:22]3[N:27]=[CH:26][CH:25]=[CH:24][N:23]3[CH:28]=2)[NH2:17])=[CH:12][CH:11]=1.